Dataset: Forward reaction prediction with 1.9M reactions from USPTO patents (1976-2016). Task: Predict the product of the given reaction. (1) Given the reactants [Cl:1][C:2]1[C:16]([N:17]2[CH2:21][CH2:20][CH2:19][CH2:18]2)=[CH:15][C:5]2[N:6]([CH2:9][O:10][CH2:11][CH2:12][O:13][CH3:14])[CH:7]=[N:8][C:4]=2[CH:3]=1.C([N-]C(C)C)(C)C.[Li+].[Cl:30]N1C(=O)CCC1=O.[NH4+].[Cl-], predict the reaction product. The product is: [Cl:30][C:7]1[N:6]([CH2:9][O:10][CH2:11][CH2:12][O:13][CH3:14])[C:5]2[CH:15]=[C:16]([N:17]3[CH2:21][CH2:20][CH2:19][CH2:18]3)[C:2]([Cl:1])=[CH:3][C:4]=2[N:8]=1. (2) Given the reactants [N:1]1[CH:6]=[CH:5][CH:4]=[C:3](B(O)O)[CH:2]=1.Br[C:11]1[N:12]=[CH:13][C:14]([NH2:17])=[N:15][CH:16]=1.C(=O)([O-])[O-].[Na+].[Na+].O, predict the reaction product. The product is: [N:1]1[CH:6]=[CH:5][CH:4]=[C:3]([C:11]2[N:12]=[CH:13][C:14]([NH2:17])=[N:15][CH:16]=2)[CH:2]=1. (3) Given the reactants [O:1]1[C:5]2([CH2:10][CH2:9][N:8]([CH:11]([CH3:15])[CH2:12][CH2:13][NH2:14])[CH2:7][CH2:6]2)[O:4][CH2:3][CH2:2]1.[CH3:16][C:17]1[CH:25]=[CH:24][CH:23]=[C:22]([CH3:26])[C:18]=1[C:19](O)=[O:20], predict the reaction product. The product is: [O:4]1[C:5]2([CH2:6][CH2:7][N:8]([CH:11]([CH3:15])[CH2:12][CH2:13][NH:14][C:19](=[O:20])[C:18]3[C:22]([CH3:26])=[CH:23][CH:24]=[CH:25][C:17]=3[CH3:16])[CH2:9][CH2:10]2)[O:1][CH2:2][CH2:3]1.